Dataset: Peptide-MHC class II binding affinity with 134,281 pairs from IEDB. Task: Regression. Given a peptide amino acid sequence and an MHC pseudo amino acid sequence, predict their binding affinity value. This is MHC class II binding data. (1) The peptide sequence is QNAINRITNKVNSVIKKM. The MHC is DRB1_0401 with pseudo-sequence DRB1_0401. The binding affinity (normalized) is 0. (2) The peptide sequence is GVTYEIDLTNKN. The MHC is DRB1_0405 with pseudo-sequence DRB1_0405. The binding affinity (normalized) is 0.556. (3) The binding affinity (normalized) is 0.210. The peptide sequence is PDPTKLILQLLKDFL. The MHC is HLA-DQA10501-DQB10301 with pseudo-sequence HLA-DQA10501-DQB10301. (4) The peptide sequence is ESWIVDRQWAQDLTL. The MHC is DRB1_0301 with pseudo-sequence DRB1_0301. The binding affinity (normalized) is 0.218. (5) The peptide sequence is SKLTYENVKMEDVGY. The MHC is DRB1_1201 with pseudo-sequence DRB1_1201. The binding affinity (normalized) is 0.352. (6) The peptide sequence is MKRPSREKQDKKIFTE. The MHC is DRB1_0101 with pseudo-sequence DRB1_0101. The binding affinity (normalized) is 0.205. (7) The peptide sequence is PTVTEFRRTAIHSLY. The binding affinity (normalized) is 0.773. The MHC is DRB1_0101 with pseudo-sequence DRB1_0101.